From a dataset of Forward reaction prediction with 1.9M reactions from USPTO patents (1976-2016). Predict the product of the given reaction. (1) Given the reactants [Si:1]([O:8][C:9]1[CH:15]=[CH:14][C:12]([NH2:13])=[CH:11][C:10]=1[CH2:16][CH3:17])([C:4]([CH3:7])([CH3:6])[CH3:5])([CH3:3])[CH3:2].C(N(CC)CC)C.[Br:25][CH:26]([CH2:30][CH2:31]Br)[C:27](Cl)=[O:28].[OH-].[K+], predict the reaction product. The product is: [Br:25][CH:26]1[CH2:30][CH2:31][N:13]([C:12]2[CH:14]=[CH:15][C:9]([O:8][Si:1]([C:4]([CH3:7])([CH3:6])[CH3:5])([CH3:2])[CH3:3])=[C:10]([CH2:16][CH3:17])[CH:11]=2)[C:27]1=[O:28]. (2) Given the reactants [OH-].[Na+].[Cl:3][C:4]1[CH:5]=[CH:6][C:7]2[N:13]([CH2:14][C:15]([CH3:18])([CH3:17])[CH3:16])[C:12](=[O:19])[C@@H:11]([CH2:20][C:21]3[N:25]=[C:24]([S:26][CH2:27][C:28]([O:30]CC)=[O:29])[S:23][N:22]=3)[O:10][C@H:9]([C:33]3[CH:38]=[CH:37][CH:36]=[C:35]([O:39][CH3:40])[C:34]=3[O:41][CH3:42])[C:8]=2[CH:43]=1, predict the reaction product. The product is: [Cl:3][C:4]1[CH:5]=[CH:6][C:7]2[N:13]([CH2:14][C:15]([CH3:17])([CH3:16])[CH3:18])[C:12](=[O:19])[C@@H:11]([CH2:20][C:21]3[N:25]=[C:24]([S:26][CH2:27][C:28]([OH:30])=[O:29])[S:23][N:22]=3)[O:10][C@H:9]([C:33]3[CH:38]=[CH:37][CH:36]=[C:35]([O:39][CH3:40])[C:34]=3[O:41][CH3:42])[C:8]=2[CH:43]=1.